This data is from Full USPTO retrosynthesis dataset with 1.9M reactions from patents (1976-2016). The task is: Predict the reactants needed to synthesize the given product. (1) Given the product [CH:27]1([C:1]([CH:4]([CH3:26])[CH2:5][CH2:6][N:7]2[C:11]3[CH:12]=[CH:13][CH:14]=[C:15]([CH3:16])[C:10]=3[N:9]=[C:8]2[CH2:17][O:18][C:19]2[CH:24]=[CH:23][C:22]([Cl:25])=[CH:21][CH:20]=2)=[O:2])[C:36]2[C:31](=[CH:32][CH:33]=[CH:34][CH:35]=2)[CH2:30][CH2:29][NH:28]1, predict the reactants needed to synthesize it. The reactants are: [C:1]([CH:4]([CH3:26])[CH2:5][CH2:6][N:7]1[C:11]2[CH:12]=[CH:13][CH:14]=[C:15]([CH3:16])[C:10]=2[N:9]=[C:8]1[CH2:17][O:18][C:19]1[CH:24]=[CH:23][C:22]([Cl:25])=[CH:21][CH:20]=1)(O)=[O:2].[CH2:27]1[C:36]2[C:31](=[CH:32][CH:33]=[CH:34][CH:35]=2)[CH2:30][CH2:29][NH:28]1.ON1C2C=CC=CC=2N=N1.C1(N=C=NC2CCCCC2)CCCCC1. (2) Given the product [C:17]1([CH2:23][N:24]2[CH2:25][CH2:26][N:27]([C:6]3[CH:5]=[C:4]([C:2](=[O:3])[CH3:1])[CH:9]=[CH:8][CH:7]=3)[CH2:28][CH2:29]2)[CH:18]=[CH:19][CH:20]=[CH:21][CH:22]=1, predict the reactants needed to synthesize it. The reactants are: [CH3:1][C:2]([C:4]1[CH:9]=[CH:8][CH:7]=[C:6](Br)[CH:5]=1)=[O:3].CC(C)([O-])C.[Na+].[C:17]1([CH2:23][N:24]2[CH2:29][CH2:28][NH:27][CH2:26][CH2:25]2)[CH:22]=[CH:21][CH:20]=[CH:19][CH:18]=1. (3) Given the product [Cl:30][C:29]1[C:24]([C:2]2[CH2:5][CH2:4][C:3]=2[NH:6][C:7](=[O:18])[C:8]2[CH:13]=[CH:12][CH:11]=[CH:10][C:9]=2[C:14]([F:17])([F:16])[F:15])=[N:25][CH:26]=[CH:27][CH:28]=1, predict the reactants needed to synthesize it. The reactants are: I[C:2]1[CH2:5][CH2:4][C:3]=1[NH:6][C:7](=[O:18])[C:8]1[CH:13]=[CH:12][CH:11]=[CH:10][C:9]=1[C:14]([F:17])([F:16])[F:15].C([Sn](CCCC)(CCCC)[C:24]1[C:29]([Cl:30])=[CH:28][CH:27]=[CH:26][N:25]=1)CCC.C1([As](C2C=CC=CC=2)C2C=CC=CC=2)C=CC=CC=1. (4) Given the product [Cl:1][C:2]1[CH:10]=[C:9]2[C:5]([C:6]([C:20]#[N:21])=[C:7]([C:12]3[CH:17]=[C:16]([CH2:18][NH:32][S:29]([CH2:28][C:22]4[CH:23]=[CH:24][CH:25]=[CH:26][CH:27]=4)(=[O:30])=[O:31])[CH:15]=[N:14][CH:13]=3)[N:8]2[CH3:11])=[CH:4][CH:3]=1, predict the reactants needed to synthesize it. The reactants are: [Cl:1][C:2]1[CH:10]=[C:9]2[C:5]([C:6]([C:20]#[N:21])=[C:7]([C:12]3[CH:13]=[N:14][CH:15]=[C:16]([CH:18]=O)[CH:17]=3)[N:8]2[CH3:11])=[CH:4][CH:3]=1.[C:22]1([CH2:28][S:29]([NH2:32])(=[O:31])=[O:30])[CH:27]=[CH:26][CH:25]=[CH:24][CH:23]=1. (5) Given the product [N+:4]([C:7]1[CH:8]=[C:9]([NH:13]/[N:14]=[CH:19]/[CH2:20][CH3:21])[CH:10]=[CH:11][CH:12]=1)([O-:6])=[O:5], predict the reactants needed to synthesize it. The reactants are: [OH-].[Na+].Cl.[N+:4]([C:7]1[CH:8]=[C:9]([NH:13][NH2:14])[CH:10]=[CH:11][CH:12]=1)([O-:6])=[O:5].C(O)(=O)C.[CH:19](=O)[CH2:20][CH3:21].